Dataset: Catalyst prediction with 721,799 reactions and 888 catalyst types from USPTO. Task: Predict which catalyst facilitates the given reaction. Reactant: [CH2:1]([O:8][C:9](=[O:28])[C@@H:10]([NH:20][C:21]([O:23]C(C)(C)C)=O)[CH2:11][C:12]1[CH:17]=[CH:16][C:15]([O:18][CH3:19])=[CH:14][CH:13]=1)[C:2]1[CH:7]=[CH:6][CH:5]=[CH:4][CH:3]=1.FC(F)(F)C(O)=O.C(N(CC)C(C)C)(C)C.[C:45]([NH:52][C@H:53](C(O)=O)[CH3:54])([O:47][C:48]([CH3:51])([CH3:50])[CH3:49])=[O:46].CN(C(ON1N=NC2C=CC=NC1=2)=[N+](C)C)C.F[P-](F)(F)(F)(F)F. Product: [CH2:1]([O:8][C:9](=[O:28])[C@@H:10]([NH:20][C:21](=[O:23])[C@@H:53]([NH:52][C:45]([O:47][C:48]([CH3:51])([CH3:50])[CH3:49])=[O:46])[CH3:54])[CH2:11][C:12]1[CH:13]=[CH:14][C:15]([O:18][CH3:19])=[CH:16][CH:17]=1)[C:2]1[CH:3]=[CH:4][CH:5]=[CH:6][CH:7]=1. The catalyst class is: 4.